This data is from Reaction yield outcomes from USPTO patents with 853,638 reactions. The task is: Predict the reaction yield, written as a fraction of the theoretical maximum amount of product (1.0 means a 100% yield; for example, 0.34 means a 34% yield). (1) The reactants are [NH2:1][CH:2]1[CH2:5][N:4]([C:6]([C:8]2[CH:9]=[C:10]([CH:23]=[CH:24][C:25]=2[F:26])[CH2:11][C:12]2[C:21]3[C:16](=[CH:17][CH:18]=[CH:19][CH:20]=3)[C:15](=[O:22])[NH:14][N:13]=2)=[O:7])[CH2:3]1.[CH:27]1([C:30](O)=[O:31])[CH2:29][CH2:28]1.Cl.C(N=C=NCCCN(C)C)C. The catalyst is CN(C)C1C=CN=CC=1. The product is [F:26][C:25]1[CH:24]=[CH:23][C:10]([CH2:11][C:12]2[C:21]3[C:16](=[CH:17][CH:18]=[CH:19][CH:20]=3)[C:15](=[O:22])[NH:14][N:13]=2)=[CH:9][C:8]=1[C:6]([N:4]1[CH2:3][CH:2]([NH:1][C:30]([CH:27]2[CH2:29][CH2:28]2)=[O:31])[CH2:5]1)=[O:7]. The yield is 0.620. (2) The catalyst is CCCC[N+](CCCC)(CCCC)CCCC.[Br-].O. The product is [Cl:16][CH2:17][CH2:18][O:13][C:7]1[C:6]2[C:11](=[CH:12][C:3]([C:2]([F:1])([F:14])[F:15])=[CH:4][CH:5]=2)[N:10]=[CH:9][CH:8]=1. The yield is 0.250. The reactants are [F:1][C:2]([F:15])([F:14])[C:3]1[CH:12]=[C:11]2[C:6]([C:7]([OH:13])=[CH:8][CH:9]=[N:10]2)=[CH:5][CH:4]=1.[Cl:16][CH2:17][CH2:18]Cl.C([O-])([O-])=O.[K+].[K+].[OH-].[K+]. (3) The reactants are [F:1][C:2]([F:12])([F:11])[O:3][C:4]1[CH:10]=[CH:9][C:7]([NH2:8])=[CH:6][CH:5]=1.[CH:13]([C:15]1[N:16]=[CH:17][NH:18][CH:19]=1)=O.[BH4-].[Na+].O. The catalyst is CO. The product is [N:18]1[CH:19]=[C:15]([CH2:13][NH:8][C:7]2[CH:9]=[CH:10][C:4]([O:3][C:2]([F:11])([F:12])[F:1])=[CH:5][CH:6]=2)[NH:16][CH:17]=1. The yield is 0.780.